This data is from Forward reaction prediction with 1.9M reactions from USPTO patents (1976-2016). The task is: Predict the product of the given reaction. (1) Given the reactants [OH-].[Na+].C[O:4][C:5](=[O:43])[C@@H:6]([O:14][C:15]1[CH:20]=[CH:19][C:18]([C:21]2[CH:26]=[CH:25][C:24]([C:27]3[C:31]4[CH:32]=[CH:33][CH:34]=[CH:35][C:30]=4[O:29][C:28]=3[CH2:36][C:37]3[CH:42]=[CH:41][CH:40]=[CH:39][CH:38]=3)=[CH:23][CH:22]=2)=[CH:17][CH:16]=1)[CH2:7][C:8]1[CH:13]=[CH:12][CH:11]=[CH:10][CH:9]=1.CO.Cl, predict the reaction product. The product is: [CH2:36]([C:28]1[O:29][C:30]2[CH:35]=[CH:34][CH:33]=[CH:32][C:31]=2[C:27]=1[C:24]1[CH:23]=[CH:22][C:21]([C:18]2[CH:19]=[CH:20][C:15]([O:14][C@@H:6]([CH2:7][C:8]3[CH:9]=[CH:10][CH:11]=[CH:12][CH:13]=3)[C:5]([OH:43])=[O:4])=[CH:16][CH:17]=2)=[CH:26][CH:25]=1)[C:37]1[CH:38]=[CH:39][CH:40]=[CH:41][CH:42]=1. (2) Given the reactants [Br:1][C:2]1[CH:7]=[CH:6][C:5]([OH:8])=[CH:4][CH:3]=1.Br[CH2:10][CH2:11][CH2:12][CH2:13][CH2:14][CH2:15][CH2:16][CH3:17].C(=O)([O-])[O-].[K+].[K+], predict the reaction product. The product is: [Br:1][C:2]1[CH:7]=[CH:6][C:5]([O:8][CH2:10][CH2:11][CH2:12][CH2:13][CH2:14][CH2:15][CH2:16][CH3:17])=[CH:4][CH:3]=1. (3) Given the reactants [Br:1][C:2]1[CH:3]=[CH:4][C:5]([O:16][CH:17]([CH3:19])[CH3:18])=[C:6]([C:8]2[CH:13]=[C:12](Cl)[N:11]=[C:10]([NH2:15])[N:9]=2)[CH:7]=1.[NH2:20][C:21]1[CH:26]=[CH:25][C:24]([CH2:27][CH2:28][OH:29])=[CH:23][CH:22]=1, predict the reaction product. The product is: [NH2:15][C:10]1[N:11]=[C:12]([NH:20][C:21]2[CH:26]=[CH:25][C:24]([CH2:27][CH2:28][OH:29])=[CH:23][CH:22]=2)[CH:13]=[C:8]([C:6]2[CH:7]=[C:2]([Br:1])[CH:3]=[CH:4][C:5]=2[O:16][CH:17]([CH3:19])[CH3:18])[N:9]=1. (4) Given the reactants [CH3:1][N:2]1[CH2:7][CH2:6][N:5]([C:8]2[N:13]=[CH:12][C:11](/[CH:14]=[CH:15]/[C:16]3[C:24]4[C:19](=[CH:20][C:21]([CH:25]=[C:26]5[C:34]6[C:29](=[CH:30][CH:31]=CC=6)[NH:28][C:27]5=[O:35])=[CH:22][CH:23]=4)[N:18](COCC[Si](C)(C)C)[N:17]=3)=[CH:10][CH:9]=2)[CH2:4][CH2:3]1.B(F)(F)F.C[CH2:49][O:50][CH2:51][CH3:52].C(Cl)[Cl:54], predict the reaction product. The product is: [ClH:54].[ClH:54].[CH3:49][O:50][C:51]1[CH:52]=[C:34]2[C:29](=[CH:30][CH:31]=1)[NH:28][C:27](=[O:35])[C:26]2=[CH:25][C:21]1[CH:20]=[C:19]2[C:24]([C:16](/[CH:15]=[CH:14]/[C:11]3[CH:12]=[N:13][C:8]([N:5]4[CH2:4][CH2:3][N:2]([CH3:1])[CH2:7][CH2:6]4)=[CH:9][CH:10]=3)=[N:17][NH:18]2)=[CH:23][CH:22]=1. (5) Given the reactants [CH3:1][C@@:2]12[C@H:10]3[O:11][C@@:9]3([CH:12]([OH:17])C(=C)CO)[CH2:8][C@@H:7]1[CH:6]=[CH:5][CH2:4][C@H:3]2[CH3:18].N1C(C)=CC=[CH:21][C:20]=1C.[Si](OS(C(F)(F)F)(=O)=O)(C)(C)[CH3:28].[C:39]([O-:42])(O)=O.[Na+].Cl, predict the reaction product. The product is: [CH3:28][O:17][C@H:12]1[C@@:9]2([C@H:10]([OH:11])[C@:2]3([CH3:1])[C@@H:7]([CH:6]=[CH:5][CH2:4][C@H:3]3[CH3:18])[CH2:8]2)[C:20](=[CH2:21])[CH2:39][O:42]1. (6) Given the reactants [NH2:1][C@H:2]([C:10]([NH2:12])=[O:11])[CH2:3][C:4]1[CH:9]=[CH:8][CH:7]=[CH:6][CH:5]=1, predict the reaction product. The product is: [NH2:1][C@@H:2]([C:10]([NH2:12])=[O:11])[CH2:3][C:4]1[CH:9]=[CH:8][CH:7]=[CH:6][CH:5]=1.